From a dataset of NCI-60 drug combinations with 297,098 pairs across 59 cell lines. Regression. Given two drug SMILES strings and cell line genomic features, predict the synergy score measuring deviation from expected non-interaction effect. (1) Drug 1: C1CC(=O)NC(=O)C1N2CC3=C(C2=O)C=CC=C3N. Drug 2: CCCCC(=O)OCC(=O)C1(CC(C2=C(C1)C(=C3C(=C2O)C(=O)C4=C(C3=O)C=CC=C4OC)O)OC5CC(C(C(O5)C)O)NC(=O)C(F)(F)F)O. Cell line: TK-10. Synergy scores: CSS=-0.420, Synergy_ZIP=-0.219, Synergy_Bliss=-0.965, Synergy_Loewe=-68.7, Synergy_HSA=-0.611. (2) Drug 1: C1=C(C(=O)NC(=O)N1)N(CCCl)CCCl. Synergy scores: CSS=23.7, Synergy_ZIP=-4.85, Synergy_Bliss=-2.83, Synergy_Loewe=-2.41, Synergy_HSA=0.560. Drug 2: C1CC(C1)(C(=O)O)C(=O)O.[NH2-].[NH2-].[Pt+2]. Cell line: HS 578T. (3) Drug 1: CC1OCC2C(O1)C(C(C(O2)OC3C4COC(=O)C4C(C5=CC6=C(C=C35)OCO6)C7=CC(=C(C(=C7)OC)O)OC)O)O. Drug 2: CCCS(=O)(=O)NC1=C(C(=C(C=C1)F)C(=O)C2=CNC3=C2C=C(C=N3)C4=CC=C(C=C4)Cl)F. Cell line: SK-MEL-5. Synergy scores: CSS=39.5, Synergy_ZIP=-4.97, Synergy_Bliss=2.12, Synergy_Loewe=-2.88, Synergy_HSA=4.77. (4) Drug 1: C1=NC2=C(N=C(N=C2N1C3C(C(C(O3)CO)O)F)Cl)N. Drug 2: CCCCC(=O)OCC(=O)C1(CC(C2=C(C1)C(=C3C(=C2O)C(=O)C4=C(C3=O)C=CC=C4OC)O)OC5CC(C(C(O5)C)O)NC(=O)C(F)(F)F)O. Cell line: NCI/ADR-RES. Synergy scores: CSS=3.72, Synergy_ZIP=-0.930, Synergy_Bliss=1.80, Synergy_Loewe=-5.87, Synergy_HSA=-5.31. (5) Drug 1: CCC1(CC2CC(C3=C(CCN(C2)C1)C4=CC=CC=C4N3)(C5=C(C=C6C(=C5)C78CCN9C7C(C=CC9)(C(C(C8N6C=O)(C(=O)OC)O)OC(=O)C)CC)OC)C(=O)OC)O.OS(=O)(=O)O. Drug 2: C1=NC2=C(N1)C(=S)N=CN2. Cell line: OVCAR-4. Synergy scores: CSS=55.0, Synergy_ZIP=-4.02, Synergy_Bliss=-1.10, Synergy_Loewe=-0.266, Synergy_HSA=1.09.